Dataset: Full USPTO retrosynthesis dataset with 1.9M reactions from patents (1976-2016). Task: Predict the reactants needed to synthesize the given product. (1) The reactants are: [NH2:1][C:2]1[C:3]2[N:4]([C:8]([C@@H:24]3[CH2:27][C@H:26]([CH2:28]OS(C4C=CC(C)=CC=4)(=O)=O)[CH2:25]3)=[N:9][C:10]=2[C:11]2[CH:16]=[CH:15][C:14]([O:17][C:18]3[CH:23]=[CH:22][CH:21]=[CH:20][CH:19]=3)=[CH:13][CH:12]=2)[CH:5]=[CH:6][N:7]=1.[CH3:40][NH:41][CH3:42].C1COCC1. Given the product [CH3:40][N:41]([CH2:28][C@@H:26]1[CH2:27][C@H:24]([C:8]2[N:4]3[CH:5]=[CH:6][N:7]=[C:2]([NH2:1])[C:3]3=[C:10]([C:11]3[CH:16]=[CH:15][C:14]([O:17][C:18]4[CH:19]=[CH:20][CH:21]=[CH:22][CH:23]=4)=[CH:13][CH:12]=3)[N:9]=2)[CH2:25]1)[CH3:42], predict the reactants needed to synthesize it. (2) Given the product [CH3:21][CH:20]([CH:4]([N+:1]([O-:3])=[O:2])[CH2:6][CH3:7])[CH2:19][CH:18]([OH:22])[CH:25]([N+:26]([O-:28])=[O:27])[CH2:24][CH3:23], predict the reactants needed to synthesize it. The reactants are: [N+:1]([CH:4]([CH3:6])C)([O-:3])=[O:2].[CH2:7]1CCN2C(=NCCC2)CC1.[CH:18](=[O:22])/[CH:19]=[CH:20]/[CH3:21].[CH3:23][CH2:24][CH2:25][N+:26]([O-:28])=[O:27].